From a dataset of Reaction yield outcomes from USPTO patents with 853,638 reactions. Predict the reaction yield, written as a fraction of the theoretical maximum amount of product (1.0 means a 100% yield; for example, 0.34 means a 34% yield). (1) The reactants are CC(C)([O-])C.[Na+].CC(C[AlH]CC(C)C)C.[C:16]1([N:22]2[C:26]3[CH:27]=[C:28]([C:31](OC)=[O:32])[CH:29]=[CH:30][C:25]=3[N:24]=[CH:23]2)[CH:21]=[CH:20][CH:19]=[CH:18][CH:17]=1. The catalyst is C1COCC1. The product is [C:16]1([N:22]2[C:26]3[CH:27]=[C:28]([CH2:31][OH:32])[CH:29]=[CH:30][C:25]=3[N:24]=[CH:23]2)[CH:21]=[CH:20][CH:19]=[CH:18][CH:17]=1. The yield is 0.880. (2) No catalyst specified. The product is [CH3:34][O:35][C:36]1[CH:41]=[CH:40][C:39]([S:42]([NH:45][C:46]2[CH:47]=[CH:48][C:49]([C:52]3[CH:60]=[C:59]4[C:55]([CH2:56][N:57]([C@@H:62]([CH:67]([CH3:69])[CH3:68])[C:63]([OH:65])=[O:64])[C:58]4=[O:61])=[CH:54][CH:53]=3)=[CH:50][CH:51]=2)(=[O:44])=[O:43])=[CH:38][CH:37]=1. The reactants are CC(C)[C@H](N1CC2C(=CC(C3C=CC(NS(C4C=CC=CC=4)(=O)=O)=CC=3)=CC=2)C1=O)C(O)=O.[CH3:34][O:35][C:36]1[CH:41]=[CH:40][C:39]([S:42]([NH:45][C:46]2[CH:51]=[CH:50][C:49]([C:52]3[CH:60]=[C:59]4[C:55]([CH2:56][N:57]([C@@H:62]([CH:67]([CH3:69])[CH3:68])[C:63]([O:65]C)=[O:64])[C:58]4=[O:61])=[CH:54][CH:53]=3)=[CH:48][CH:47]=2)(=[O:44])=[O:43])=[CH:38][CH:37]=1. The yield is 0.870. (3) The reactants are [C:1]([N:4]1[CH2:9][CH2:8][N:7]([CH2:10][CH2:11][O:12][C:13]2[CH:18]=[CH:17][C:16]([N:19]3[CH2:24][CH2:23][N:22]([C:25]4[CH2:26][CH2:27][C:28]5[N:29]([C:31]([C:34]([F:37])([F:36])[F:35])=[N:32][N:33]=5)[N:30]=4)[CH2:21][CH2:20]3)=[CH:15][CH:14]=2)[CH2:6][CH2:5]1)(=[O:3])[CH3:2].[C:38](O)(=O)[CH2:39][CH2:40]CC. No catalyst specified. The product is [C:1]([N:4]1[CH2:5][CH2:6][N:7]([CH2:10][CH2:11][O:12][C:13]2[CH:14]=[CH:15][C:16]([N:19]3[CH2:24][CH2:23][N:22]([C:25]4[CH2:26][CH2:27][C:28]5[N:29]([C:31]([C:34]([F:36])([F:35])[F:37])=[N:32][N:33]=5)[N:30]=4)[CH2:21][CH2:20]3)=[CH:17][CH:18]=2)[CH2:8][CH2:9]1)(=[O:3])[CH2:2][CH2:38][CH2:39][CH3:40]. The yield is 0.770. (4) The reactants are [I:1][C:2]1[NH:6][N:5]=[C:4]([CH3:7])[C:3]=1[C:8]([O:10][CH2:11][CH3:12])=[O:9].[O:13]1[CH:18]=[CH:17][CH2:16][CH2:15][CH2:14]1.C1(C)C(S(O)(=O)=O)=CC=CC=1.C(=O)(O)[O-].[Na+]. The catalyst is O1CCCC1.O. The product is [I:1][C:2]1[N:6]([CH:14]2[CH2:15][CH2:16][CH2:17][CH2:18][O:13]2)[N:5]=[C:4]([CH3:7])[C:3]=1[C:8]([O:10][CH2:11][CH3:12])=[O:9]. The yield is 0.550. (5) The reactants are [Cl:1][C:2]1[C:3]([F:31])=[C:4]([CH:8]2[C:12]([C:15]3[CH:20]=[CH:19][C:18]([Cl:21])=[CH:17][C:16]=3[F:22])([C:13]#[N:14])[CH:11]([CH2:23][C:24]([CH3:27])([CH3:26])[CH3:25])[NH:10][CH:9]2[C:28](O)=[O:29])[CH:5]=[CH:6][CH:7]=1.[CH3:32][O:33][C:34]1[CH:39]=[C:38]([NH2:40])[CH:37]=[CH:36][N:35]=1.CN(C(ON1N=NC2C=CC=NC1=2)=[N+](C)C)C.F[P-](F)(F)(F)(F)F.CCN(C(C)C)C(C)C. The catalyst is C(Cl)Cl. The product is [CH3:32][O:33][C:34]1[CH:39]=[C:38]([NH:40][C:28]([CH:9]2[CH:8]([C:4]3[CH:5]=[CH:6][CH:7]=[C:2]([Cl:1])[C:3]=3[F:31])[C:12]([C:15]3[CH:20]=[CH:19][C:18]([Cl:21])=[CH:17][C:16]=3[F:22])([C:13]#[N:14])[CH:11]([CH2:23][C:24]([CH3:27])([CH3:26])[CH3:25])[NH:10]2)=[O:29])[CH:37]=[CH:36][N:35]=1. The yield is 0.470. (6) The reactants are CNC(=O)C1C=CC=C(C2C=CC([O:16][C@@H]3[C@@H](O)[C@@H](O)[C@H](O)[C@@H](CO)O3)=C(C)C=2)C=1.C([O:33][C@@H:34]1[C@@H:39]([O:40]C(=O)C)[C@@H:38]([CH2:44][O:45]C(=O)C)[O:37][C@H:36]([O:49][C:50]2[CH:55]=[CH:54][C:53](Br)=[CH:52][C:51]=2[C:57]([F:60])([F:59])[F:58])[C@H:35]1CC([O-])=O)(=O)C.[CH3:65][O:66][C:67]([C:69]1[CH:70]=[C:71](B(O)O)[CH:72]=[CH:73][CH:74]=1)=[O:68]. No catalyst specified. The product is [F:58][C:57]([F:60])([F:59])[C:51]1[CH:52]=[C:53]([C:71]2[CH:70]=[C:69]([CH:74]=[CH:73][CH:72]=2)[C:67]([O:66][CH3:65])=[O:68])[CH:54]=[CH:55][C:50]=1[O:49][C@@H:36]1[C@@H:35]([OH:16])[C@@H:34]([OH:33])[C@H:39]([OH:40])[C@@H:38]([CH2:44][OH:45])[O:37]1. The yield is 0.530. (7) The reactants are [S:1]1[CH2:5][C@@H:4]([CH2:6][OH:7])[NH:3][CH2:2]1.[Cl:8][CH2:9][CH:10]1[CH2:12]O1. No catalyst specified. The product is [Cl:8][CH2:9][CH:10]1[O:7][CH2:6][C@@H:4]2[CH2:5][S:1][CH2:2][N:3]2[CH2:12]1. The yield is 0.0240.